This data is from Retrosynthesis with 50K atom-mapped reactions and 10 reaction types from USPTO. The task is: Predict the reactants needed to synthesize the given product. The reactants are: Brc1cccc(CN2CCCCC2)n1.O=Cc1ccc(B(O)O)cc1. Given the product O=Cc1ccc(-c2cccc(CN3CCCCC3)n2)cc1, predict the reactants needed to synthesize it.